This data is from Forward reaction prediction with 1.9M reactions from USPTO patents (1976-2016). The task is: Predict the product of the given reaction. (1) Given the reactants C(O[CH:4]=[C:5]([C:11](=[O:18])[NH:12][C:13]([O:15]CC)=O)[C:6]([O:8][CH2:9][CH3:10])=[O:7])C.[NH2:19][C:20]1[CH:28]=[C:27]2[C:23]([C:24]([CH3:31])([CH3:30])[C:25](=[O:29])[NH:26]2)=[CH:22][CH:21]=1.CC(C)([O-])C.[K+].Cl, predict the reaction product. The product is: [CH3:30][C:24]1([CH3:31])[C:23]2[C:27](=[CH:28][C:20]([N:19]3[CH:4]=[C:5]([C:6]([O:8][CH2:9][CH3:10])=[O:7])[C:11](=[O:18])[NH:12][C:13]3=[O:15])=[CH:21][CH:22]=2)[NH:26][C:25]1=[O:29]. (2) Given the reactants [N:1]1[N:5]2[CH2:6][CH2:7][CH2:8][CH2:9][C:4]2=[CH:3][C:2]=1[C:10]([OH:12])=O.[NH2:13][C@@H:14]([CH3:30])[CH2:15][N:16]1[CH:20]=[CH:19][C:18]([C:21]2[CH:28]=[CH:27][C:24]([C:25]#[N:26])=[C:23]([Cl:29])[CH:22]=2)=[N:17]1, predict the reaction product. The product is: [Cl:29][C:23]1[CH:22]=[C:21]([C:18]2[CH:19]=[CH:20][N:16]([CH2:15][C@@H:14]([NH:13][C:10]([C:2]3[CH:3]=[C:4]4[CH2:9][CH2:8][CH2:7][CH2:6][N:5]4[N:1]=3)=[O:12])[CH3:30])[N:17]=2)[CH:28]=[CH:27][C:24]=1[C:25]#[N:26]. (3) Given the reactants CN(C=O)C.I[C:7]1[C:8](=[O:14])[NH:9][C:10](=[O:13])[NH:11][CH:12]=1.CCN(C(C)C)C(C)C.[CH:24]#[C:25][CH2:26][CH2:27][CH2:28][CH2:29][CH2:30][CH2:31][CH2:32][CH2:33][CH2:34][CH3:35], predict the reaction product. The product is: [CH2:26]([C:25]1[O:14][C:8]2=[N:9][C:10](=[O:13])[NH:11][CH:12]=[C:7]2[CH:24]=1)[CH2:27][CH2:28][CH2:29][CH2:30][CH2:31][CH2:32][CH2:33][CH2:34][CH3:35]. (4) The product is: [Cl:11][C:9]1[CH:8]=[C:4]([CH:3]=[C:2]([C:16]2[CH:15]=[CH:14][C:13]([F:12])=[CH:18][C:17]=2[F:19])[N:10]=1)[C:5]([OH:7])=[O:6]. Given the reactants Cl[C:2]1[CH:3]=[C:4]([CH:8]=[C:9]([Cl:11])[N:10]=1)[C:5]([OH:7])=[O:6].[F:12][C:13]1[CH:18]=[C:17]([F:19])[CH:16]=[CH:15][C:14]=1B(O)O.[Na].S(C1C=C(P(C2C=CC=C(S(O)(=O)=O)C=2)C2C=CC=C(S(O)(=O)=O)C=2)C=CC=1)(O)(=O)=O.C(NC(C)C)(C)C.Cl, predict the reaction product. (5) The product is: [C:1]([NH:5][C:17](=[O:18])[CH2:16][Cl:15])([CH3:4])([CH3:3])[CH3:2]. Given the reactants [C:1]([NH2:5])([CH3:4])([CH3:3])[CH3:2].CCN(C(C)C)C(C)C.[Cl:15][CH2:16][C:17](Cl)=[O:18], predict the reaction product.